From a dataset of Catalyst prediction with 721,799 reactions and 888 catalyst types from USPTO. Predict which catalyst facilitates the given reaction. Reactant: [Cl:1][C:2]1[CH:7]=[CH:6][CH:5]=[C:4]([Cl:8])[C:3]=1[C:9]1[C:13]([CH2:14][O:15][C:16]2[CH:21]=[CH:20][C:19]([C:22]3[CH:23]=[C:24]4[C:29](=[CH:30][CH:31]=3)[O:28][C:27]([C:32]([O:34]CC)=[O:33])=[CH:26][C:25]4=[O:37])=[CH:18][CH:17]=2)=[C:12]([CH:38]([CH3:40])[CH3:39])[O:11][N:10]=1.C(=O)(O)[O-].[Na+].ClCCl. Product: [Cl:8][C:4]1[CH:5]=[CH:6][CH:7]=[C:2]([Cl:1])[C:3]=1[C:9]1[C:13]([CH2:14][O:15][C:16]2[CH:21]=[CH:20][C:19]([C:22]3[CH:23]=[C:24]4[C:29](=[CH:30][CH:31]=3)[O:28][C:27]([C:32]([OH:34])=[O:33])=[CH:26][C:25]4=[O:37])=[CH:18][CH:17]=2)=[C:12]([CH:38]([CH3:40])[CH3:39])[O:11][N:10]=1. The catalyst class is: 214.